From a dataset of Experimentally validated miRNA-target interactions with 360,000+ pairs, plus equal number of negative samples. Binary Classification. Given a miRNA mature sequence and a target amino acid sequence, predict their likelihood of interaction. (1) The miRNA is hsa-miR-520a-5p with sequence CUCCAGAGGGAAGUACUUUCU. The protein sequence of the target gene is MVKLAKAGKTHGEAKKMAPPPKEVEEDSEDEEMSEDEDDSSGEEEVVIPQKKGKKATTTPAKKVVVSQTKKAAVPTPAKKAAVTPGKKAVATPAKKNITPAKVIPTPGKKGAAQAKALVPTPGKKGAATPAKGAKNGKNAKKEDSDEDEDEEDEDDSDEDEDDEEEDEFEPPIVKGVKPAKAAPAAPASEDEEDDEDEDDEEDDDEEEEDDSEEEVMEITTAKGKKTPAKVVPMKAKSVAEEEDDEEEDEDDEDEDDEEEDDEDDDEEEEEEEPVKAAPGKRKKEMTKQKEAPEAKKQKV.... Result: 0 (no interaction). (2) The miRNA is hsa-miR-4677-5p with sequence UUGUUCUUUGGUCUUUCAGCCA. The protein sequence of the target gene is MSESWQQPPQTQPQQPQPPQPQHHAEPPPALAEHTLPPGTAENPLGCAVYGILLQPDPGLQPPQHAPLQAAGEPGPKCGVCGHDLAHLSSPHEHQCLAGHDRSFQCTQCLKIFHQATDLLEHQCVQAEQKPFVCGVCKMGFSLLTSLAQHHSSHSGLVKCSICEKTYKPAEAAEPATTAAPSLPAAPAPSTVTPAEQADKPYSCPICQKPFKHLSELSRHERIHTGEKPYKCTLCDKSFSQSSHLVHHKRTHSSERPYKCAVCEKTFKHRSHLVRHMYAHSGEHHLFRCNVCELHFKESS.... Result: 0 (no interaction). (3) The miRNA is rno-miR-181a-5p with sequence AACAUUCAACGCUGUCGGUGAGU. The protein sequence of the target gene is MALKMVKGSIDRMFDKNLQDLVRGIRNHKEDEAKYISQCIDEIKQELKQDNIAVKANAVCKLTYLQMLGYDISWAAFNIIEVMSASKFTFKRIGYLAASQSFHEGTDVIMLTTNQIRKDLSSPSQYDTGVALTGLSCFVTPDLARDLANDIMTLMSHTKPYIRKKAVLIMYKVFLKYPESLRPAFPRLKEKLEDPDPGVQSAAVNVICELARRNPKNYLSLAPLFFKLMTSSTNNWVLIKIIKLFGALTPLEPRLGKKLIEPLTNLIHSTSAMSLLYECVNTVIAVLISLSSGMPNHSAS.... Result: 0 (no interaction). (4) The miRNA is hsa-miR-511-5p with sequence GUGUCUUUUGCUCUGCAGUCA. The protein sequence of the target gene is MEALGPGGDRASPASSTSSLDLWHLSMRADSAYSSFSAASGGPEPRTQSPGTDLLPYLDWDYVRVVWGGPGPAPPDAALCTSPRPRPAVAARSGPQPTEVPGTPGPLNRQATPLLYALAAEAEAAAQAAEPPSPPASRAAYRQRLQGAQRRVLRETSFQRKELRMSLPARLRPTVPARPPATHPRSASLSHPGGEGEPARSRAPAPGTAGRGPLANQQRKWCFSEPGKLDRVGRGGGPARECLGEACSSSGLPGPEPLEFQHPALAKFEDHEVGWLPETQPQGSMNLDSGSLKLGDAFRP.... Result: 0 (no interaction). (5) The miRNA is hsa-miR-3199 with sequence AGGGACUGCCUUAGGAGAAAGUU. The protein sequence of the target gene is MAVSHLPTMVQESVTFKDVAILFTQEEWGQLSPAQRALYRDVMLENYSNLVSLGLLGPKPDTFSQLEKREVWMPEDTPGGFCLDWMTMPASKKSTVKAEIPEEELDQWTIKERFSSSSHWKCASLLEWQCGGQEISLQRVVLTHPNTPSQECDESGSTMSSSLHSDQSQGFQPSKNAFECSECGKVFSKSSTLNKHQKIHNEKNANQKIHIKEKRYECRECGKAFHQSTHLIHHQRIHTGEKPYECKECGKAFSVSSSLTYHQKIHTGEKPFECNLCGKAFIRNIHLAHHHRIHTGEKPF.... Result: 1 (interaction). (6) The miRNA is hsa-miR-4707-3p with sequence AGCCCGCCCCAGCCGAGGUUCU. The protein sequence of the target gene is MAVKWTGGHSSPVLCLNASKEGLLASGAEGGDLTAWGEDGTPLGHTRFQGADDVTSVLFSPSCPTKLYASHGETISVLDVRSLKDSLDHFHVNEEEINCLSLNQTENLLASADDSGAIKILDLENKKVIRSLKRHSNICSSVAFRPQRPQSLVSCGLDMQVMLWSLQKARPLWITNLQEDETEEMEGPQSPGQLLNPALAHSISVASCGNIFSCGAEDGKVRIFRVMGVKCEQELGFKGHTSGVSQVCFLPESYLLLTGGNDGKITLWDANSEVEKKQKSPTKRTHRKKPKRGTCTKQGG.... Result: 1 (interaction).